This data is from Reaction yield outcomes from USPTO patents with 853,638 reactions. The task is: Predict the reaction yield, written as a fraction of the theoretical maximum amount of product (1.0 means a 100% yield; for example, 0.34 means a 34% yield). (1) The reactants are O[C:2]1[C:11]2[C:6](=[N:7][CH:8]=[CH:9][CH:10]=2)[N:5]([C:12]2[CH:17]=[CH:16][CH:15]=[CH:14][CH:13]=2)[C:4](=[O:18])[C:3]=1[C:19](=O)[CH2:20][C:21]1[CH:26]=[CH:25][C:24]([C:27]#[N:28])=[CH:23][CH:22]=1.O.[NH2:31][NH2:32]. The catalyst is CN(C=O)C. The product is [C:27]([C:24]1[CH:25]=[CH:26][C:21]([CH2:20][C:19]2[C:3]3[C:4](=[O:18])[N:5]([C:12]4[CH:17]=[CH:16][CH:15]=[CH:14][CH:13]=4)[C:6]4[N:7]=[CH:8][CH:9]=[CH:10][C:11]=4[C:2]=3[NH:32][N:31]=2)=[CH:22][CH:23]=1)#[N:28]. The yield is 0.730. (2) The product is [O:19]=[C:20]([C:22]1[N:26]([CH3:27])[N:25]=[C:24]([CH3:28])[C:23]=1[CH3:29])[CH:12]([C:10]1[C:9]([CH2:15][CH3:16])=[N:8][N:7]([C:1]2[CH:6]=[CH:5][CH:4]=[CH:3][CH:2]=2)[N:11]=1)[C:13]#[N:14]. The catalyst is O.COCCOCCOC.CCCCCCC. The yield is 0.900. The reactants are [C:1]1([N:7]2[N:11]=[C:10]([CH2:12][C:13]#[N:14])[C:9]([CH2:15][CH3:16])=[N:8]2)[CH:6]=[CH:5][CH:4]=[CH:3][CH:2]=1.C([O:19][C:20]([C:22]1[N:26]([CH3:27])[N:25]=[C:24]([CH3:28])[C:23]=1[CH3:29])=O)C.C(OCCOCCO)C.[Na].Cl.